This data is from Forward reaction prediction with 1.9M reactions from USPTO patents (1976-2016). The task is: Predict the product of the given reaction. (1) Given the reactants [CH3:1][CH:2]([CH3:33])[CH2:3][C@H:4]([N:22]1C(=O)C2C(=CC=CC=2)C1=O)[CH2:5][N:6]1[CH:11]=[CH:10][C:9](B2OC(C)(C)C(C)(C)O2)=[CH:8][C:7]1=[O:21].Cl[C:35]1[CH:36]=[CH:37][C:38]2[N:39]([C:41]([CH3:44])=[CH:42][N:43]=2)[N:40]=1.C(Cl)Cl.CC([O-])=O.[K+], predict the reaction product. The product is: [NH2:22][C@@H:4]([CH2:3][CH:2]([CH3:1])[CH3:33])[CH2:5][N:6]1[CH:11]=[CH:10][C:9]([C:35]2[CH:36]=[CH:37][C:38]3[N:39]([C:41]([CH3:44])=[CH:42][N:43]=3)[N:40]=2)=[CH:8][C:7]1=[O:21]. (2) Given the reactants [CH3:1][O:2][C:3]([C:5]1[C:13]2[O:12][C:11]([CH3:14])=[CH:10][C:9]=2[CH:8]=[CH:7][CH:6]=1)=[O:4].[Br:15]Br, predict the reaction product. The product is: [CH3:1][O:2][C:3]([C:5]1[C:13]2[O:12][C:11]([CH3:14])=[C:10]([Br:15])[C:9]=2[CH:8]=[CH:7][CH:6]=1)=[O:4]. (3) Given the reactants Br[CH2:2][C:3]([O:5][CH2:6][CH3:7])=[O:4].[CH:8](=[O:14])[CH2:9][CH2:10][CH2:11][CH2:12][CH3:13].S(=O)(=O)(O)O, predict the reaction product. The product is: [OH:14][CH:8]([CH2:9][CH2:10][CH2:11][CH2:12][CH3:13])[CH2:2][C:3]([O:5][CH2:6][CH3:7])=[O:4]. (4) Given the reactants [CH2:1]([O:3][C:4](=[O:27])[CH:5]([CH2:20][C:21]1[CH:26]=[CH:25][CH:24]=[CH:23][CH:22]=1)[CH2:6][P:7]([CH:10]([NH:12]C(OC(C)(C)C)=O)[CH3:11])([OH:9])=[O:8])[CH3:2].[ClH:28], predict the reaction product. The product is: [ClH:28].[CH2:1]([O:3][C:4](=[O:27])[CH:5]([CH2:20][C:21]1[CH:22]=[CH:23][CH:24]=[CH:25][CH:26]=1)[CH2:6][P:7]([CH:10]([NH2:12])[CH3:11])([OH:9])=[O:8])[CH3:2]. (5) Given the reactants [N+:1]([C:4]1[CH:9]=[CH:8][CH:7]=[CH:6][C:5]=1/[CH:10]=[CH:11]/[CH:12]=[CH:13]/[C:14]([OH:16])=O)([O-:3])=[O:2].O1CCCC1.C(N(CC)CC)C.Cl.[NH2:30][CH2:31][CH2:32][CH2:33][CH2:34][CH2:35][C:36]([O:38][CH3:39])=[O:37], predict the reaction product. The product is: [CH3:39][O:38][C:36](=[O:37])[CH2:35][CH2:34][CH2:33][CH2:32][CH2:31][NH:30][C:14](=[O:16])/[CH:13]=[CH:12]/[CH:11]=[CH:10]/[C:5]1[CH:6]=[CH:7][CH:8]=[CH:9][C:4]=1[N+:1]([O-:3])=[O:2]. (6) Given the reactants [Cl:1][C:2]1[CH:11]=[CH:10][C:5]2[N:6]=[C:7]([SH:9])[O:8][C:4]=2[CH:3]=1.[Br:12][C:13]1[C:14]([OH:26])=[C:15]([C:20](=[O:25])[CH2:21][CH:22]([CH3:24])[CH3:23])[CH:16]=[CH:17][C:18]=1[OH:19], predict the reaction product. The product is: [Br:12][C:13]1[C:14]([OH:26])=[C:15]([C:20](=[O:25])[CH2:21][CH:22]([CH3:24])[CH3:23])[CH:16]=[CH:17][C:18]=1[O:19][CH2:11][CH2:2][CH2:3][CH2:4][S:9][C:7]1[O:8][C:4]2[CH:3]=[C:2]([Cl:1])[CH:11]=[CH:10][C:5]=2[N:6]=1. (7) Given the reactants C1(P(C2C=CC=CC=2)C2C=CC=CC=2)C=CC=CC=1.O.[N:21]([C@H:24]1[C@H:31]2[C@H:27]([CH2:28][N:29]([CH2:32][C:33]3[CH:38]=[CH:37][CH:36]=[CH:35][CH:34]=3)[CH2:30]2)[CH2:26][CH2:25]1)=[N+]=[N-], predict the reaction product. The product is: [CH2:32]([N:29]1[CH2:30][C@H:31]2[C@H:24]([NH2:21])[CH2:25][CH2:26][C@H:27]2[CH2:28]1)[C:33]1[CH:34]=[CH:35][CH:36]=[CH:37][CH:38]=1.